Dataset: Forward reaction prediction with 1.9M reactions from USPTO patents (1976-2016). Task: Predict the product of the given reaction. (1) Given the reactants [Cl:1][C:2]1[CH:7]=[CH:6][C:5]([C:8]2[N:9]([C:19]3[CH:24]=[CH:23][C:22]([Cl:25])=[CH:21][C:20]=3[Cl:26])[C:10]([CH3:18])=[C:11]([C:13]([O:15]CC)=O)[N:12]=2)=[CH:4][CH:3]=1.[Li+].[OH-].O=S(Cl)[Cl:31], predict the reaction product. The product is: [Cl:1][C:2]1[CH:7]=[CH:6][C:5]([C:8]2[N:9]([C:19]3[CH:24]=[CH:23][C:22]([Cl:25])=[CH:21][C:20]=3[Cl:26])[C:10]([CH3:18])=[C:11]([C:13]([Cl:31])=[O:15])[N:12]=2)=[CH:4][CH:3]=1. (2) Given the reactants [N:1]1[CH:6]=[CH:5][CH:4]=[C:3]([C:7]2[CH:12]=[C:11]([C:13]([F:16])([F:15])[F:14])[CH:10]=[CH:9][C:8]=2/[CH:17]=[CH:18]/[C:19](O)=[O:20])[CH:2]=1.[NH2:22][C:23]1[CH:31]=[C:30]2[C:26]([CH:27]=[CH:28][NH:29]2)=[CH:25][CH:24]=1, predict the reaction product. The product is: [NH:29]1[C:30]2[C:26](=[CH:25][CH:24]=[C:23]([NH:22][C:19](=[O:20])/[CH:18]=[CH:17]/[C:8]3[CH:9]=[CH:10][C:11]([C:13]([F:14])([F:15])[F:16])=[CH:12][C:7]=3[C:3]3[CH:2]=[N:1][CH:6]=[CH:5][CH:4]=3)[CH:31]=2)[CH:27]=[CH:28]1. (3) The product is: [Br:21][C:22]1[CH:27]=[CH:26][C:25]([CH2:28][CH2:29][NH:30][CH2:2][CH2:3][C:4]2[C:5]([C:16]3[CH:20]=[CH:19][S:18][CH:17]=3)=[N:6][C:7]3[C:12]([CH:13]=2)=[CH:11][CH:10]=[C:9]([O:14][CH3:15])[CH:8]=3)=[CH:24][CH:23]=1. Given the reactants Cl[CH2:2][CH2:3][C:4]1[C:5]([C:16]2[CH:20]=[CH:19][S:18][CH:17]=2)=[N:6][C:7]2[C:12]([CH:13]=1)=[CH:11][CH:10]=[C:9]([O:14][CH3:15])[CH:8]=2.[Br:21][C:22]1[CH:27]=[CH:26][C:25]([CH2:28][CH2:29][NH2:30])=[CH:24][CH:23]=1, predict the reaction product. (4) Given the reactants [C:1]([C@:3]1([CH3:17])[CH2:7][O:6][C:5]([CH3:9])([CH3:8])[N:4]1[C:10]([O:12][C:13]([CH3:16])([CH3:15])[CH3:14])=[O:11])#[N:2].Cl.C(N(CC)CC)C.[N-:26]=[N+:27]=[N-:28].[Na+], predict the reaction product. The product is: [CH3:8][C:5]1([CH3:9])[N:4]([C:10]([O:12][C:13]([CH3:16])([CH3:15])[CH3:14])=[O:11])[C@:3]([CH3:17])([C:1]2[N:26]=[N:27][NH:28][N:2]=2)[CH2:7][O:6]1. (5) The product is: [O:26]1[CH2:27][CH2:28][CH:23]([N:21]2[CH:22]=[C:18]3[C:19]([C:29](=[O:30])[NH:1][CH2:2][CH2:3][CH2:4][CH2:5][CH2:6][N:7]4[CH:11]=[C:10]([C:12]5[CH:13]=[C:14]([C:15](=[O:16])[NH:17]3)[CH:32]=[CH:33][CH:34]=5)[CH:9]=[N:8]4)=[N:20]2)[CH2:24][CH2:25]1. Given the reactants [NH2:1][CH2:2][CH2:3][CH2:4][CH2:5][CH2:6][N:7]1[CH:11]=[C:10]([C:12]2[CH:13]=[C:14]([CH:32]=[CH:33][CH:34]=2)[C:15]([NH:17][C:18]2[C:19]([C:29]([O-])=[O:30])=[N:20][N:21]([CH:23]3[CH2:28][CH2:27][O:26][CH2:25][CH2:24]3)[CH:22]=2)=[O:16])[CH:9]=[N:8]1.[Li+].F[P-](F)(F)(F)(F)F.N1(O[P+](N(C)C)(N(C)C)N(C)C)C2C=CC=CC=2N=N1.C(N(C(C)C)C(C)C)C, predict the reaction product. (6) Given the reactants Br[C:2]1[C:3]([O:18][CH2:19][C:20]2[CH:25]=[CH:24][CH:23]=[CH:22][CH:21]=2)=[C:4]([CH3:17])[C:5]([CH3:16])=[C:6]([O:8][CH2:9][C:10]2[CH:15]=[CH:14][CH:13]=[CH:12][CH:11]=2)[CH:7]=1.[CH:26]([C:28]([CH3:30])=[O:29])=[CH2:27].N1C=CC=CC=1, predict the reaction product. The product is: [CH2:19]([O:18][C:3]1[C:4]([CH3:17])=[C:5]([CH3:16])[C:6]([O:8][CH2:9][C:10]2[CH:15]=[CH:14][CH:13]=[CH:12][CH:11]=2)=[CH:7][C:2]=1[CH2:27][CH2:26][C:28](=[O:29])[CH3:30])[C:20]1[CH:25]=[CH:24][CH:23]=[CH:22][CH:21]=1. (7) Given the reactants [F:1][CH2:2][C:3]([CH2:9][F:10])([CH2:7][CH3:8])[CH2:4][CH:5]=C.O.I([O-])(=O)(=O)=[O:13].[K+], predict the reaction product. The product is: [F:1][CH2:2][C:3]([CH2:9][F:10])([CH2:7][CH3:8])[CH2:4][CH:5]=[O:13]. (8) Given the reactants BrCC1C=C2C(=CC=1)C1=N[O:11][C:12](C3C([C:18]([F:21])([F:20])[F:19])=C(C4C=CC=CC=4)ON=3)=C1CC2.N1CC[O:34]CC1CO.C(N(CC)CC)C.CN([CH:49]=[O:50])C, predict the reaction product. The product is: [OH:34][C:49]([C:18]([F:21])([F:20])[F:19])=[O:50].[CH3:12][OH:11]. (9) The product is: [F:1][C:2]([F:12])([F:13])[CH:3]1[CH2:4][CH2:5][CH:6]([CH2:9][OH:10])[CH2:7][CH2:8]1. Given the reactants [F:1][C:2]([F:13])([F:12])[CH:3]1[CH2:8][CH2:7][CH:6]([C:9](O)=[O:10])[CH2:5][CH2:4]1.[H-].[Al+3].[Li+].[H-].[H-].[H-], predict the reaction product. (10) Given the reactants [F:1][C:2]1[CH:7]=[CH:6][C:5]([C:8]2[C:17]([N:18]3[CH2:22][CH2:21][CH2:20][C@@H:19]3[CH3:23])=[N:16][C:15]3[C:10](=[CH:11][CH:12]=[C:13]([C:24]([O:26]C)=[O:25])[CH:14]=3)[N:9]=2)=[C:4]([CH3:28])[CH:3]=1.[OH-].[Na+], predict the reaction product. The product is: [F:1][C:2]1[CH:7]=[CH:6][C:5]([C:8]2[C:17]([N:18]3[CH2:22][CH2:21][CH2:20][C@@H:19]3[CH3:23])=[N:16][C:15]3[C:10](=[CH:11][CH:12]=[C:13]([C:24]([OH:26])=[O:25])[CH:14]=3)[N:9]=2)=[C:4]([CH3:28])[CH:3]=1.